From a dataset of Reaction yield outcomes from USPTO patents with 853,638 reactions. Predict the reaction yield, written as a fraction of the theoretical maximum amount of product (1.0 means a 100% yield; for example, 0.34 means a 34% yield). (1) The reactants are [Br:1][C:2]1[CH:7]=[CH:6][N:5]=[C:4]2[NH:8][CH:9]=[CH:10][C:3]=12.[H-].[Na+].Cl[Si:14]([CH:21]([CH3:23])[CH3:22])([CH:18]([CH3:20])[CH3:19])[CH:15]([CH3:17])[CH3:16].[NH4+].[Cl-]. The catalyst is C1COCC1. The product is [Br:1][C:2]1[CH:7]=[CH:6][N:5]=[C:4]2[N:8]([Si:14]([CH:21]([CH3:23])[CH3:22])([CH:18]([CH3:20])[CH3:19])[CH:15]([CH3:17])[CH3:16])[CH:9]=[CH:10][C:3]=12. The yield is 0.150. (2) The reactants are [CH:1]1([O:7][C:8]2[CH:13]=[C:12]([O:14][CH2:15][CH2:16][O:17][CH3:18])[CH:11]=[CH:10][C:9]=2/[CH:19]=[CH:20]/[C:21]([O:23][CH2:24][CH3:25])=[O:22])[CH2:6][CH2:5][CH2:4][CH2:3][CH2:2]1. The catalyst is [C].[Pd].O1CCCC1. The product is [CH:1]1([O:7][C:8]2[CH:13]=[C:12]([O:14][CH2:15][CH2:16][O:17][CH3:18])[CH:11]=[CH:10][C:9]=2[CH2:19][CH2:20][C:21]([O:23][CH2:24][CH3:25])=[O:22])[CH2:2][CH2:3][CH2:4][CH2:5][CH2:6]1. The yield is 0.990. (3) The reactants are [F:1][C:2]1([F:17])[O:6][C:5]2[CH:7]=[CH:8][C:9]([C:11]3([C:14]([OH:16])=O)[CH2:13][CH2:12]3)=[CH:10][C:4]=2[O:3]1.CN(C(ON1N=NC2C=CC=NC1=2)=[N+](C)C)C.F[P-](F)(F)(F)(F)F.Cl.[CH3:43][O:44][C:45]1[CH:54]=[C:53]2[C:48]([CH:49]([NH2:61])[CH2:50][CH:51]([C:55]3[CH:60]=[CH:59][CH:58]=[CH:57][CH:56]=3)[O:52]2)=[CH:47][CH:46]=1. The catalyst is CC(N(C)C)=O. The product is [F:17][C:2]1([F:1])[O:6][C:5]2[CH:7]=[CH:8][C:9]([C:11]3([C:14]([NH:61][CH:49]4[C:48]5[C:53](=[CH:54][C:45]([O:44][CH3:43])=[CH:46][CH:47]=5)[O:52][CH:51]([C:55]5[CH:60]=[CH:59][CH:58]=[CH:57][CH:56]=5)[CH2:50]4)=[O:16])[CH2:12][CH2:13]3)=[CH:10][C:4]=2[O:3]1. The yield is 0.760.